Dataset: Full USPTO retrosynthesis dataset with 1.9M reactions from patents (1976-2016). Task: Predict the reactants needed to synthesize the given product. (1) Given the product [C:18]([N:16]1[C@@H:15]([CH3:25])[CH2:14][C@@H:13]([NH:12][S:9]([C:3]2[CH:4]=[C:5]([CH3:8])[CH:6]=[CH:7][C:2]=2[CH3:1])(=[O:11])=[O:10])[CH2:17]1)#[N:29], predict the reactants needed to synthesize it. The reactants are: [CH3:1][C:2]1[CH:7]=[CH:6][C:5]([CH3:8])=[CH:4][C:3]=1[S:9]([NH:12][C@H:13]1[CH2:17][N:16]([C:18](OC(C)(C)C)=O)[C@@H:15]([CH3:25])[CH2:14]1)(=[O:11])=[O:10].Cl.CC[N:29](C(C)C)C(C)C.BrC#N.C(O)C(N)(CO)CO. (2) Given the product [Br:1][C:2]1[CH:11]=[CH:10][C:5]2[N:6]=[C:7]([N:9]3[C:16]([CH3:17])=[CH:15][CH:14]=[C:13]3[CH3:12])[S:8][C:4]=2[CH:3]=1, predict the reactants needed to synthesize it. The reactants are: [Br:1][C:2]1[CH:11]=[CH:10][C:5]2[N:6]=[C:7]([NH2:9])[S:8][C:4]=2[CH:3]=1.[CH3:12][C:13](=O)[CH2:14][CH2:15][C:16](=O)[CH3:17].CC1C=CC(S([O-])(=O)=O)=CC=1.C1C=C[NH+]=CC=1.O. (3) Given the product [C:1]([N:5]1[C:9]([O:10][CH:22]([F:24])[F:23])=[CH:8][C:7]([C:11]([F:13])([F:14])[F:12])=[N:6]1)([CH3:4])([CH3:2])[CH3:3], predict the reactants needed to synthesize it. The reactants are: [C:1]([N:5]1[C:9]([OH:10])=[CH:8][C:7]([C:11]([F:14])([F:13])[F:12])=[N:6]1)([CH3:4])([CH3:3])[CH3:2].C(=O)([O-])[O-].[K+].[K+].Cl[CH:22]([F:24])[F:23].O. (4) Given the product [F:7][C:8]1[CH:13]=[CH:12][C:11]([C@H:14]2[CH2:19][C:18]([O:22][CH3:23])([O:20][CH3:21])[CH2:17][CH2:16][NH:15]2)=[C:10]([CH3:24])[CH:9]=1, predict the reactants needed to synthesize it. The reactants are: C(OCC)(=O)C.[F:7][C:8]1[CH:13]=[CH:12][C:11]([CH:14]2[CH2:19][C:18]([O:22][CH3:23])([O:20][CH3:21])[CH2:17][CH2:16][NH:15]2)=[C:10]([CH3:24])[CH:9]=1. (5) Given the product [CH3:11][C:9]1[NH:10][C:6]2[CH:5]=[CH:4][N:3]=[C:2]([N:14]3[CH2:15][CH2:16][C:17]4[C:22](=[CH:21][CH:20]=[CH:19][CH:18]=4)[CH2:13]3)[C:7]=2[C:8]=1[CH3:12], predict the reactants needed to synthesize it. The reactants are: Cl[C:2]1[C:7]2[C:8]([CH3:12])=[C:9]([CH3:11])[NH:10][C:6]=2[CH:5]=[CH:4][N:3]=1.[CH2:13]1[C:22]2[C:17](=[CH:18][CH:19]=[CH:20][CH:21]=2)[CH2:16][CH2:15][NH:14]1. (6) The reactants are: [C:1]([O:5][C:6]([N:8]1[CH2:13][CH2:12][CH2:11][CH:10]([C:14]([OH:16])=[O:15])[CH2:9]1)=[O:7])([CH3:4])([CH3:3])[CH3:2].C(=O)([O-])[O-].[K+].[K+].[CH2:23](Br)[CH:24]=[CH2:25].O. Given the product [C:1]([O:5][C:6]([N:8]1[CH2:13][CH2:12][CH2:11][CH:10]([C:14]([O:16][CH2:25][CH:24]=[CH2:23])=[O:15])[CH2:9]1)=[O:7])([CH3:4])([CH3:2])[CH3:3], predict the reactants needed to synthesize it. (7) Given the product [Br:14][C:12]1[S:13][C:9]([CH2:7][CH:1]2[CH2:2][CH2:3][CH2:4][CH2:5][CH2:6]2)=[C:10]([Br:15])[N:11]=1, predict the reactants needed to synthesize it. The reactants are: [CH:1]1([CH:7]([C:9]2[S:13][C:12]([Br:14])=[N:11][C:10]=2[Br:15])O)[CH2:6][CH2:5][CH2:4][CH2:3][CH2:2]1.[SiH](CC)(CC)CC.C(O)(C(F)(F)F)=O. (8) Given the product [OH:35][C:29]1[CH:34]=[CH:33][C:32]([N:36]=[N:5][C:4]2[CH:6]=[CH:7][C:8]([C:10]#[N:11])=[CH:9][C:3]=2[C:1]#[N:2])=[CH:31][CH:30]=1, predict the reactants needed to synthesize it. The reactants are: [C:1]([C:3]1[CH:9]=[C:8]([C:10]#[N:11])[CH:7]=[CH:6][C:4]=1[NH2:5])#[N:2].N(OS(=O)(=O)O)=O.P(=O)(O)(O)O.S(=O)(=O)(O)O.[C:29]1([OH:35])[CH:34]=[CH:33][CH:32]=[CH:31][CH:30]=1.[NH2:36]C(N)=O.[OH-].[Na+]. (9) Given the product [F:26][C:9]1[CH:8]=[C:7]([C:27]2[CH:32]=[C:31]([NH:33][C:34]3[CH:39]=[CH:38][C:37]([N:40]4[CH2:45][CH2:44][N:43]([CH:46]5[CH2:47][O:48][CH2:49]5)[CH2:42][C@@H:41]4[CH3:50])=[CH:36][N:35]=3)[C:30](=[O:51])[N:29]([CH3:52])[CH:28]=2)[C:6]([CH2:5][OH:4])=[C:11]([N:12]2[CH2:24][CH2:23][C:22]3[N:21]4[C:16]([CH2:17][CH2:18][CH2:19][CH2:20]4)=[CH:15][C:14]=3[C:13]2=[O:25])[CH:10]=1, predict the reactants needed to synthesize it. The reactants are: C([O:4][CH2:5][C:6]1[C:11]([N:12]2[CH2:24][CH2:23][C:22]3[N:21]4[C:16]([CH2:17][CH2:18][CH2:19][CH2:20]4)=[CH:15][C:14]=3[C:13]2=[O:25])=[CH:10][C:9]([F:26])=[CH:8][C:7]=1[C:27]1[CH:32]=[C:31]([NH:33][C:34]2[CH:39]=[CH:38][C:37]([N:40]3[CH2:45][CH2:44][N:43]([CH:46]4[CH2:49][O:48][CH2:47]4)[CH2:42][C@@H:41]3[CH3:50])=[CH:36][N:35]=2)[C:30](=[O:51])[N:29]([CH3:52])[CH:28]=1)(=O)C.O.[Li+].[OH-]. (10) Given the product [CH3:94][N:90]1[C:89]2[C:95]([CH3:97])=[CH:96][C:86]([C:84]([C:60]3[CH:59]=[C:58]([NH:2][C:1](=[O:8])[O:3][C:4]([CH3:7])([CH3:6])[CH3:5])[N:63]=[C:62]([N:64]4[CH2:65][CH2:66][CH:67]([N:70]5[CH2:76][CH2:75][C:74]6[CH:77]=[C:78]([O:81][CH3:82])[CH:79]=[CH:80][C:73]=6[NH:72][C:71]5=[O:83])[CH2:68][CH2:69]4)[CH:61]=3)=[O:85])=[CH:87][C:88]=2[O:92][C:91]1=[O:93], predict the reactants needed to synthesize it. The reactants are: [C:1](=[O:8])([O:3][C:4]([CH3:7])([CH3:6])[CH3:5])[NH2:2].CC1(C)C2C(=C(P(C3C=CC=CC=3)C3C=CC=CC=3)C=CC=2)OC2C(P(C3C=CC=CC=3)C3C=CC=CC=3)=CC=CC1=2.C(=O)([O-])[O-].[Cs+].[Cs+].Cl[C:58]1[N:63]=[C:62]([N:64]2[CH2:69][CH2:68][CH:67]([N:70]3[CH2:76][CH2:75][C:74]4[CH:77]=[C:78]([O:81][CH3:82])[CH:79]=[CH:80][C:73]=4[NH:72][C:71]3=[O:83])[CH2:66][CH2:65]2)[CH:61]=[C:60]([C:84]([C:86]2[CH:96]=[C:95]([CH3:97])[C:89]3[N:90]([CH3:94])[C:91](=[O:93])[O:92][C:88]=3[CH:87]=2)=[O:85])[CH:59]=1.